From a dataset of hERG Central: cardiac toxicity at 1µM, 10µM, and general inhibition. Predict hERG channel inhibition at various concentrations. The molecule is Cc1c(Cl)c([N+](=O)[O-])nn1CCCC(=O)Nc1cccc(Cl)c1. Results: hERG_inhib (hERG inhibition (general)): blocker.